Regression. Given two drug SMILES strings and cell line genomic features, predict the synergy score measuring deviation from expected non-interaction effect. From a dataset of NCI-60 drug combinations with 297,098 pairs across 59 cell lines. (1) Drug 1: C1CN(CCN1C(=O)CCBr)C(=O)CCBr. Drug 2: CC(C)NC(=O)C1=CC=C(C=C1)CNNC.Cl. Cell line: HCT116. Synergy scores: CSS=35.3, Synergy_ZIP=-0.151, Synergy_Bliss=-1.88, Synergy_Loewe=-8.75, Synergy_HSA=-5.32. (2) Drug 1: CC1=C2C(C(=O)C3(C(CC4C(C3C(C(C2(C)C)(CC1OC(=O)C(C(C5=CC=CC=C5)NC(=O)OC(C)(C)C)O)O)OC(=O)C6=CC=CC=C6)(CO4)OC(=O)C)OC)C)OC. Drug 2: C1CCN(CC1)CCOC2=CC=C(C=C2)C(=O)C3=C(SC4=C3C=CC(=C4)O)C5=CC=C(C=C5)O. Cell line: SF-268. Synergy scores: CSS=50.9, Synergy_ZIP=5.90, Synergy_Bliss=8.29, Synergy_Loewe=-21.7, Synergy_HSA=6.83.